The task is: Predict the reactants needed to synthesize the given product.. This data is from Full USPTO retrosynthesis dataset with 1.9M reactions from patents (1976-2016). (1) Given the product [OH:42][C@@H:4]1[CH2:5][C@H:6]([N:8]2[C:13](=[O:14])[C:12]([CH2:15][C:16]3[CH:17]=[CH:18][C:19]([C:22]4[C:23]([C:28]#[N:29])=[CH:24][CH:25]=[CH:26][CH:27]=4)=[CH:20][CH:21]=3)=[C:11]([CH2:30][CH2:31][CH3:32])[N:10]3[N:33]=[CH:34][N:35]=[C:9]23)[CH2:7]1, predict the reactants needed to synthesize it. The reactants are: C([C@@H:4]1[CH2:7][C@H:6]([N:8]2[C:13](=[O:14])[C:12]([CH2:15][C:16]3[CH:21]=[CH:20][C:19]([C:22]4[C:23]([C:28]#[N:29])=[CH:24][CH:25]=[CH:26][CH:27]=4)=[CH:18][CH:17]=3)=[C:11]([CH2:30][CH2:31][CH3:32])[N:10]3[N:33]=[CH:34][N:35]=[C:9]23)[CH2:5]1)(=O)C.O.OO.FC(F)(F)C(OC(=O)C(F)(F)F)=[O:42].C(=O)([O-])O.[Na+].S([O-])([O-])(=O)=S.[Na+].[Na+]. (2) Given the product [Br:1][C:2]1[CH:3]=[C:4]([CH2:15][C@@H:14]([CH2:16][C:17]([OH:19])=[O:18])[C:13]([OH:12])=[O:21])[C:5]([CH2:11][OH:22])=[C:6]2[C:10]=1[NH:9][N:8]=[CH:7]2, predict the reactants needed to synthesize it. The reactants are: [Br:1][C:2]1[C:10]2[NH:9][N:8]=[CH:7][C:6]=2[C:5]2[CH2:11][O:12][C:13](=[O:21])[C@H:14]([CH2:16][C:17]([O:19]C)=[O:18])[CH2:15][C:4]=2[CH:3]=1.[OH2:22].O.[OH-].[Li+]. (3) Given the product [CH:18]([C:15]1[CH:16]=[CH:17][C:12]([NH:11][C:9](=[O:10])[CH2:8][CH:5]2[C:4](=[O:21])[O:3][C:2]([CH3:1])([CH3:22])[CH2:7][N:6]2[CH3:26])=[CH:13][CH:14]=1)([CH3:19])[CH3:20], predict the reactants needed to synthesize it. The reactants are: [CH3:1][C:2]1([CH3:22])[CH2:7][NH:6][CH:5]([CH2:8][C:9]([NH:11][C:12]2[CH:17]=[CH:16][C:15]([CH:18]([CH3:20])[CH3:19])=[CH:14][CH:13]=2)=[O:10])[C:4](=[O:21])[O:3]1.C=O.O.[C:26]([BH3-])#N.[Na+].C(O)(=O)C. (4) Given the product [OH:54][CH:5]1[CH2:4][CH2:2][N:1]([CH2:8][CH2:9][N:10]2[CH2:15][CH2:14][CH:13]([NH:16][C:17]([C:19]3[NH:20][C:21]4[C:26]([CH:27]=3)=[C:25]([O:28][C:29]3[CH:30]=[CH:31][C:32]([CH3:35])=[CH:33][CH:34]=3)[CH:24]=[CH:23][CH:22]=4)=[O:18])[CH2:12][CH2:11]2)[CH2:7][CH2:6]1, predict the reactants needed to synthesize it. The reactants are: [N:1]1([CH2:8][CH2:9][N:10]2[CH2:15][CH2:14][CH:13]([NH:16][C:17]([C:19]3[NH:20][C:21]4[C:26]([CH:27]=3)=[C:25]([O:28][C:29]3[CH:34]=[CH:33][C:32]([CH3:35])=[CH:31][CH:30]=3)[CH:24]=[CH:23][CH:22]=4)=[O:18])[CH2:12][CH2:11]2)[CH2:7][CH2:6][CH2:5][CH2:4]C[CH2:2]1.Cl.Cl.Cl.NC1CCN(CCN2CCC([OH:54])CC2)CC1. (5) Given the product [CH3:42][N:32]([C@H:33]1[CH2:37][CH2:36][N:35]([S:38]([CH3:41])(=[O:39])=[O:40])[CH2:34]1)[C:29]1[CH:30]=[CH:31][C:26]([NH:25][C:10]2[N:11]=[C:12]([O:13][C:14]3[CH:15]=[C:16]([NH:20][C:21](=[O:24])[CH:22]=[CH2:23])[CH:17]=[CH:18][CH:19]=3)[C:7]3[CH:6]=[CH:5][NH:4][C:8]=3[N:9]=2)=[CH:27][CH:28]=1, predict the reactants needed to synthesize it. The reactants are: C(=O)(OC(C)(C)C)OC[N:4]1[C:8]2[N:9]=[C:10]([NH:25][C:26]3[CH:31]=[CH:30][C:29]([N:32]([CH3:42])[C@H:33]4[CH2:37][CH2:36][N:35]([S:38]([CH3:41])(=[O:40])=[O:39])[CH2:34]4)=[CH:28][CH:27]=3)[N:11]=[C:12]([O:13][C:14]3[CH:19]=[CH:18][CH:17]=[C:16]([NH:20][C:21](=[O:24])[CH:22]=[CH2:23])[CH:15]=3)[C:7]=2[CH:6]=[CH:5]1.CO.C1COCC1.[OH-].[Na+]. (6) Given the product [Cl:15][C:10]1[C:11]([O:13][CH3:14])=[CH:12][C:7]([B:23]([OH:28])[OH:24])=[CH:8][C:9]=1[O:16][CH3:17], predict the reactants needed to synthesize it. The reactants are: C([Li])CCC.Br[C:7]1[CH:12]=[C:11]([O:13][CH3:14])[C:10]([Cl:15])=[C:9]([O:16][CH3:17])[CH:8]=1.C(=O)=O.CO.[B:23](OC(C)C)([O:28]C(C)C)[O:24]C(C)C.Cl. (7) Given the product [C:1]([O:5][C:6](=[O:33])[NH:7][CH2:8][CH2:9][N:10]([CH:11]([C:15]1[N:16]([CH2:26][C:27]2[CH:32]=[CH:31][CH:30]=[CH:29][CH:28]=2)[C:17](=[O:25])[C:18]2[C:23]([CH3:24])=[N:22][S:21][C:19]=2[N:20]=1)[CH:12]([CH3:13])[CH3:14])[C:49](=[O:50])[C:46]1[CH:47]=[CH:48][C:43]([CH3:52])=[CH:44][CH:45]=1)([CH3:3])([CH3:4])[CH3:2], predict the reactants needed to synthesize it. The reactants are: [C:1]([O:5][C:6](=[O:33])[NH:7][CH2:8][CH2:9][NH:10][CH:11]([C:15]1[N:16]([CH2:26][C:27]2[CH:32]=[CH:31][CH:30]=[CH:29][CH:28]=2)[C:17](=[O:25])[C:18]2[C:23]([CH3:24])=[N:22][S:21][C:19]=2[N:20]=1)[CH:12]([CH3:14])[CH3:13])([CH3:4])([CH3:3])[CH3:2].CCN(C(C)C)C(C)C.[C:43]1([CH3:52])[CH:48]=[CH:47][C:46]([C:49](Cl)=[O:50])=[CH:45][CH:44]=1.C([O-])(O)=O.[Na+]. (8) Given the product [Cl:1][C:2]1[CH:7]=[C:6]([Cl:8])[CH:5]=[CH:4][C:3]=1[O:9][CH:13]([CH3:19])[C:14]([OH:16])=[O:15], predict the reactants needed to synthesize it. The reactants are: [Cl:1][C:2]1[CH:7]=[C:6]([Cl:8])[CH:5]=[CH:4][C:3]=1[OH:9].[H-].[Na+].Br[CH:13]([CH3:19])[C:14]([O:16]CC)=[O:15].[Cl-].[NH4+]. (9) Given the product [F:22][C:6]1[CH:5]=[CH:4][CH:3]=[CH:2][C:1]=1[N:7]1[C:19](=[O:20])[C:10]2=[CH:11][NH:12][C:13]3[CH:14]=[CH:15][CH:16]=[CH:17][C:18]=3[C:9]2=[N:8]1, predict the reactants needed to synthesize it. The reactants are: [C:1]1([N:7]2[C:19](=[O:20])[C:10]3=[CH:11][NH:12][C:13]4[CH:14]=[CH:15][CH:16]=[CH:17][C:18]=4[C:9]3=[N:8]2)[CH:6]=[CH:5][CH:4]=[CH:3][CH:2]=1.Cl.[F:22]C1C=CC=CC=1NN.